Dataset: Full USPTO retrosynthesis dataset with 1.9M reactions from patents (1976-2016). Task: Predict the reactants needed to synthesize the given product. (1) Given the product [Cl:9][C:6]1[CH:5]=[N:4][CH:3]=[C:2]([Cl:1])[C:7]=1[N:17]1[CH:21]=[CH:20][CH:19]=[C:18]1[CH:10]=[O:13], predict the reactants needed to synthesize it. The reactants are: [Cl:1][C:2]1[CH:3]=[N:4][CH:5]=[C:6]([Cl:9])[C:7]=1Cl.[C:10](=[O:13])([O-])[O-].[Cs+].[Cs+].C[N:17]1[CH2:21][CH2:20][CH2:19][C:18]1=O. (2) Given the product [N+:1]([C:4]1[CH:5]=[N:6][N:7]([CH2:24][CH2:23][NH:22][C:15](=[O:16])[O:17][C:18]([CH3:21])([CH3:20])[CH3:19])[CH:8]=1)([O-:3])=[O:2], predict the reactants needed to synthesize it. The reactants are: [N+:1]([C:4]1[CH:5]=[N:6][NH:7][CH:8]=1)([O-:3])=[O:2].C([O-])([O-])=O.[Cs+].[Cs+].[C:15]([NH:22][CH2:23][CH2:24]Br)([O:17][C:18]([CH3:21])([CH3:20])[CH3:19])=[O:16]. (3) Given the product [F:21][C:19]([F:20])([F:22])[C:18]1[C:13]([N:10]2[CH2:11][CH2:12][C@@H:8]([NH2:7])[CH2:9]2)=[N:14][CH:15]=[CH:16][CH:17]=1, predict the reactants needed to synthesize it. The reactants are: C(OC(=O)[NH:7][C@@H:8]1[CH2:12][CH2:11][N:10]([C:13]2[C:18]([C:19]([F:22])([F:21])[F:20])=[CH:17][CH:16]=[CH:15][N:14]=2)[CH2:9]1)(C)(C)C.C(O)(C(F)(F)F)=O. (4) Given the product [Cl:17][C:18]1[C:26]([C:27]([F:30])([F:29])[F:28])=[CH:25][CH:24]=[CH:23][C:19]=1[C:20]([N:13]1[CH:14]=[CH:15][C:16]2[N:8]([C:4]3[N:3]=[C:2]([CH3:1])[CH:7]=[CH:6][N:5]=3)[N:9]=[N:10][C:11]=2[CH:12]1[CH3:32])=[O:21], predict the reactants needed to synthesize it. The reactants are: [CH3:1][C:2]1[CH:7]=[CH:6][N:5]=[C:4]([N:8]2[C:16]3[CH:15]=[CH:14][N:13]=[CH:12][C:11]=3[N:10]=[N:9]2)[N:3]=1.[Cl:17][C:18]1[C:26]([C:27]([F:30])([F:29])[F:28])=[CH:25][CH:24]=[CH:23][C:19]=1[C:20](Cl)=[O:21].F[C:32](F)(F)S(O[Si](C)(C)C)(=O)=O.C[Mg+].[Br-]. (5) Given the product [CH2:5]=[CH:4][CH2:3][CH2:2][C:1](=[O:6])[CH2:11][CH2:10][CH:9]=[CH2:8], predict the reactants needed to synthesize it. The reactants are: [C:1](Cl)(=[O:6])[CH2:2][CH2:3][CH:4]=[CH2:5].[CH2:8]([Mg]Br)[CH2:9][CH:10]=[CH2:11]. (6) Given the product [CH2:27]([O:29][C:30](=[O:35])[CH2:31][CH2:32][CH2:33][O:15][C:12]1[CH:13]=[CH:14][C:9]([B:4]2[O:3][C:2]([CH3:20])([CH3:1])[C:6]([CH3:7])([CH3:8])[O:5]2)=[CH:10][C:11]=1[C:16]([F:18])([F:19])[F:17])[CH3:28], predict the reactants needed to synthesize it. The reactants are: [CH3:1][C:2]1([CH3:20])[C:6]([CH3:8])([CH3:7])[O:5][B:4]([C:9]2[CH:14]=[CH:13][C:12]([OH:15])=[C:11]([C:16]([F:19])([F:18])[F:17])[CH:10]=2)[O:3]1.C([O-])([O-])=O.[Cs+].[Cs+].[CH2:27]([O:29][C:30](=[O:35])[CH2:31][CH2:32][CH2:33]Br)[CH3:28]. (7) Given the product [C:24]([O:20][CH2:19][CH2:18][N:17]1[C:13]([C:10]2[CH:9]=[CH:8][C:7]([O:6][C:5]3[CH:21]=[CH:22][C:2]([F:1])=[CH:3][CH:4]=3)=[CH:12][CH:11]=2)=[CH:14][CH:15]=[N:16]1)(=[O:23])[NH2:25], predict the reactants needed to synthesize it. The reactants are: [F:1][C:2]1[CH:22]=[CH:21][C:5]([O:6][C:7]2[CH:12]=[CH:11][C:10]([C:13]3[N:17]([CH2:18][CH2:19][OH:20])[N:16]=[CH:15][CH:14]=3)=[CH:9][CH:8]=2)=[CH:4][CH:3]=1.[O-:23][C:24]#[N:25].[Na+].FC(F)(F)C(O)=O. (8) Given the product [F:25][C:22]([F:23])([F:24])[C:19]1[CH:20]=[CH:21][C:15]2[O:14][C:11]3([CH2:10][CH2:9][NH:8][CH2:13][CH2:12]3)[CH2:17][C:16]=2[CH:18]=1, predict the reactants needed to synthesize it. The reactants are: C([N:8]1[CH2:13][CH2:12][C:11]2([CH2:17][C:16]3[CH:18]=[C:19]([C:22]([F:25])([F:24])[F:23])[CH:20]=[CH:21][C:15]=3[O:14]2)[CH2:10][CH2:9]1)C1C=CC=CC=1.C(OC(Cl)=O)C.